Dataset: Reaction yield outcomes from USPTO patents with 853,638 reactions. Task: Predict the reaction yield, written as a fraction of the theoretical maximum amount of product (1.0 means a 100% yield; for example, 0.34 means a 34% yield). The product is [CH3:9][S:10][C:11]1[CH:16]=[CH:15][CH:14]=[CH:13][C:12]=1[C:2]1[NH:6][CH:5]=[C:4]([CH:7]=[O:8])[CH:3]=1. The yield is 0.690. The reactants are Br[C:2]1[NH:6][CH:5]=[C:4]([CH:7]=[O:8])[CH:3]=1.[CH3:9][S:10][C:11]1[CH:16]=[CH:15][CH:14]=[CH:13][C:12]=1B(O)O.C(=O)([O-])[O-].[Na+].[Na+].COCCOC. The catalyst is O.